This data is from Catalyst prediction with 721,799 reactions and 888 catalyst types from USPTO. The task is: Predict which catalyst facilitates the given reaction. (1) Reactant: [N:1]1[CH:2]=[CH:3][N:4]2[CH:9]=[CH:8][CH:7]=[C:6]([C:10]3[CH:15]=[CH:14][C:13]([OH:16])=[CH:12][CH:11]=3)[C:5]=12.[H-].[Na+].Cl[C:20]1[N:24]([CH2:25][O:26][CH2:27][CH2:28][Si:29]([CH3:32])([CH3:31])[CH3:30])[C:23]2[CH:33]=[CH:34][CH:35]=[CH:36][C:22]=2[N:21]=1.O. Product: [N:1]1[CH:2]=[CH:3][N:4]2[CH:9]=[CH:8][CH:7]=[C:6]([C:10]3[CH:15]=[CH:14][C:13]([O:16][C:20]4[N:24]([CH2:25][O:26][CH2:27][CH2:28][Si:29]([CH3:31])([CH3:32])[CH3:30])[C:23]5[CH:33]=[CH:34][CH:35]=[CH:36][C:22]=5[N:21]=4)=[CH:12][CH:11]=3)[C:5]=12. The catalyst class is: 3. (2) Reactant: [CH2:1]([C:8]1[C:13]([C:14]([O:16][CH2:17][CH3:18])=[O:15])=[C:12](O)[N:11]=[CH:10][N:9]=1)[C:2]1[CH:7]=[CH:6][CH:5]=[CH:4][CH:3]=1.C(N(C(C)C)C(C)C)C.[OH-].[Na+].C(OCC)(=O)C.P(Cl)(Cl)([Cl:39])=O. Product: [CH2:1]([C:8]1[C:13]([C:14]([O:16][CH2:17][CH3:18])=[O:15])=[C:12]([Cl:39])[N:11]=[CH:10][N:9]=1)[C:2]1[CH:7]=[CH:6][CH:5]=[CH:4][CH:3]=1. The catalyst class is: 93. (3) Reactant: Br.[CH3:2][C@@:3]1([C:9]([F:12])([F:11])[F:10])[CH2:7][NH:6][C:5]([NH2:8])=[N:4]1.C[O-].[Na+].[C:16](OCC)(=[O:23])[CH2:17][C:18](OCC)=[O:19].Cl. Product: [OH:23][C:16]1[N:8]=[C:5]2[NH:4][C@:3]([CH3:2])([C:9]([F:12])([F:10])[F:11])[CH2:7][N:6]2[C:18](=[O:19])[CH:17]=1. The catalyst class is: 5. (4) Reactant: [CH3:1][CH:2]([CH3:9])[CH2:3][C:4](=O)[CH2:5][C:6]#[N:7].C(O)(=O)C.C([O-])(=O)C.[NH4+:18]. Product: [NH2:18][C:4]([CH2:3][CH:2]([CH3:9])[CH3:1])=[CH:5][C:6]#[N:7]. The catalyst class is: 11. (5) Reactant: [Br:1][C:2]1[CH:7]=[CH:6][C:5](O)=[C:4]([CH:9]([C:12]2[CH:17]=[CH:16][C:15]([CH:18]([CH3:20])[CH3:19])=[CH:14][CH:13]=2)[CH2:10][OH:11])[CH:3]=1. Product: [Br:1][C:2]1[CH:7]=[CH:6][C:5]2[O:11][CH2:10][CH:9]([C:12]3[CH:17]=[CH:16][C:15]([CH:18]([CH3:20])[CH3:19])=[CH:14][CH:13]=3)[C:4]=2[CH:3]=1. The catalyst class is: 5.